From a dataset of Forward reaction prediction with 1.9M reactions from USPTO patents (1976-2016). Predict the product of the given reaction. (1) Given the reactants [C:1]([O:4][C@@H:5]([C:7]1[N:12]=[C:11](Cl)[CH:10]=[CH:9][N:8]=1)[CH3:6])(=[O:3])[CH3:2].C(N(CC)CC)C.[N:21]1([C:27]2[CH:36]=[N:35][C:34]3[C:29](=[CH:30][CH:31]=[CH:32][CH:33]=3)[N:28]=2)[CH2:26][CH2:25][NH:24][CH2:23][CH2:22]1, predict the reaction product. The product is: [C:1]([O:4][C@@H:5]([C:7]1[N:12]=[C:11]([N:24]2[CH2:25][CH2:26][N:21]([C:27]3[CH:36]=[N:35][C:34]4[C:29](=[CH:30][CH:31]=[CH:32][CH:33]=4)[N:28]=3)[CH2:22][CH2:23]2)[CH:10]=[CH:9][N:8]=1)[CH3:6])(=[O:3])[CH3:2]. (2) Given the reactants [F:1][C:2]([F:25])([F:24])[O:3][C:4]1[CH:9]=[CH:8][CH:7]=[CH:6][C:5]=1[NH:10][C:11](=[O:23])[NH:12][C:13]1[S:14][CH:15]=[C:16]([C:18]([O:20]CC)=[O:19])[N:17]=1.[OH-].[Na+].Cl, predict the reaction product. The product is: [F:25][C:2]([F:1])([F:24])[O:3][C:4]1[CH:9]=[CH:8][CH:7]=[CH:6][C:5]=1[NH:10][C:11](=[O:23])[NH:12][C:13]1[S:14][CH:15]=[C:16]([C:18]([OH:20])=[O:19])[N:17]=1.